Predict the product of the given reaction. From a dataset of Forward reaction prediction with 1.9M reactions from USPTO patents (1976-2016). (1) The product is: [NH2:1][C:2]1[N:6]([C:7]2[CH:12]=[CH:11][C:10]([OH:13])=[CH:9][C:8]=2[F:15])[N:5]=[C:4]([CH3:16])[C:3]=1[C:17]#[N:18]. Given the reactants [NH2:1][C:2]1[N:6]([C:7]2[CH:12]=[CH:11][C:10]([O:13]C)=[CH:9][C:8]=2[F:15])[N:5]=[C:4]([CH3:16])[C:3]=1[C:17]#[N:18].B(Br)(Br)Br.O, predict the reaction product. (2) Given the reactants [NH2:1][C@@H:2]([CH2:10][C:11]1[CH:16]=[CH:15][C:14]([O:17][CH2:18][C:19]#[CH:20])=[CH:13][CH:12]=1)[C:3]([NH:5][S:6]([CH3:9])(=[O:8])=[O:7])=[O:4].[C:21](=[O:24])([O-])[O-:22].[Na+].[Na+].C(ON1C(=O)CCC1=O)(OC[CH:31]1[C:43]2[C:38](=[CH:39][CH:40]=[CH:41][CH:42]=2)[C:37]2[C:32]1=[CH:33][CH:34]=[CH:35][CH:36]=2)=O.Cl.[CH2:53]1COCC1.O, predict the reaction product. The product is: [CH:33]1[C:32]2[CH:31]([O:22][C:21](=[O:24])[N:1]([CH3:53])[C@@H:2]([CH2:10][C:11]3[CH:12]=[CH:13][C:14]([O:17][CH2:18][C:19]#[CH:20])=[CH:15][CH:16]=3)[C:3]([NH:5][S:6]([CH3:9])(=[O:8])=[O:7])=[O:4])[C:43]3[C:38](=[CH:39][CH:40]=[CH:41][CH:42]=3)[C:37]=2[CH:36]=[CH:35][CH:34]=1. (3) Given the reactants [F:1][CH:2]([F:34])[O:3][C:4]1[CH:9]=[CH:8][C:7]([NH:10][C:11]2[N:15]([CH3:16])[C:14]([CH2:17][CH2:18][C:19]3[CH:20]=[C:21]4[C:25](=[CH:26][CH:27]=3)[N:24](C3CCCCO3)[N:23]=[CH:22]4)=[N:13][N:12]=2)=[CH:6][CH:5]=1.C(O)(C(F)(F)F)=O, predict the reaction product. The product is: [NH:24]1[C:25]2[C:21](=[CH:20][C:19]([CH2:18][CH2:17][C:14]3[N:15]([CH3:16])[C:11]([NH:10][C:7]4[CH:8]=[CH:9][C:4]([O:3][CH:2]([F:1])[F:34])=[CH:5][CH:6]=4)=[N:12][N:13]=3)=[CH:27][CH:26]=2)[CH:22]=[N:23]1. (4) Given the reactants [O:1]=[C:2]1[N:6]([C:7]2[CH:17]=[CH:16][C:10]3[CH2:11][CH2:12][NH:13][CH2:14][CH2:15][C:9]=3[CH:8]=2)[CH2:5][CH:4]([CH2:18][NH:19][C:20](=[O:22])[CH3:21])[O:3]1.[CH:23]1([N:26]2[C:35]3[C:30](=[CH:31][C:32]([F:37])=[C:33](F)[N:34]=3)[C:29](=[O:38])[C:28]([C:39]([OH:41])=[O:40])=[CH:27]2)[CH2:25][CH2:24]1, predict the reaction product. The product is: [C:20]([NH:19][CH2:18][CH:4]1[O:3][C:2](=[O:1])[N:6]([C:7]2[CH:17]=[CH:16][C:10]3[CH2:11][CH2:12][N:13]([C:33]4[N:34]=[C:35]5[C:30]([C:29](=[O:38])[C:28]([C:39]([OH:41])=[O:40])=[CH:27][N:26]5[CH:23]5[CH2:25][CH2:24]5)=[CH:31][C:32]=4[F:37])[CH2:14][CH2:15][C:9]=3[CH:8]=2)[CH2:5]1)(=[O:22])[CH3:21]. (5) Given the reactants [Cl:1][C:2]1[CH:17]=[CH:16][C:5]2[O:6][CH2:7][C:8]3[CH:15]=[CH:14][CH:13]=[CH:12][C:9]=3[NH:10][CH2:11][C:4]=2[CH:3]=1.[C:18](OC(=O)C)(=[O:20])[CH3:19].N1C=CC=CC=1, predict the reaction product. The product is: [Cl:1][C:2]1[CH:17]=[CH:16][C:5]2[O:6][CH2:7][C:8]3[CH:15]=[CH:14][CH:13]=[CH:12][C:9]=3[N:10]([C:18](=[O:20])[CH3:19])[CH2:11][C:4]=2[CH:3]=1.